From a dataset of Catalyst prediction with 721,799 reactions and 888 catalyst types from USPTO. Predict which catalyst facilitates the given reaction. (1) Reactant: [CH2:1]([O:3][C:4]1[CH:8]([CH3:9])[C:7](=[O:10])[N:6]([C:11]2[CH:16]=[CH:15][CH:14]=[CH:13][CH:12]=2)[N:5]=1)[CH3:2].[OH:17][NH:18]S(C1C=CC=CC=1S(C)(=O)=O)(=O)=O.C(=O)([O-])[O-].[K+].[K+].C(CN(CC(O)=O)CCN(CCN(CC(O)=O)CC(O)=O)CC(O)=O)(O)=O. Product: [CH2:1]([O:3][C:4]1[C:8]([NH:18][OH:17])([CH3:9])[C:7](=[O:10])[N:6]([C:11]2[CH:16]=[CH:15][CH:14]=[CH:13][CH:12]=2)[N:5]=1)[CH3:2]. The catalyst class is: 40. (2) Reactant: [Cl:1][C:2]1[NH:6][C:5]2[CH:7]=[CH:8][CH:9]=[CH:10][C:4]=2[N:3]=1.[H-].[Na+].[CH3:13][Si:14]([CH3:21])([CH3:20])[CH2:15][CH2:16][O:17][CH2:18]Cl.O. Product: [Cl:1][C:2]1[N:6]([CH2:18][O:17][CH2:16][CH2:15][Si:14]([CH3:21])([CH3:20])[CH3:13])[C:5]2[CH:7]=[CH:8][CH:9]=[CH:10][C:4]=2[N:3]=1. The catalyst class is: 3. (3) Reactant: Cl.Cl[CH:3]([C:8]1[C:9](=[O:17])[C:10]([OH:16])=[C:11]([CH3:15])[N:12]([CH3:14])[CH:13]=1)[C:4]([F:7])([F:6])[F:5].[CH3:18][NH2:19].O. Product: [OH:16][C:10]1[C:9](=[O:17])[C:8]([CH:3]([NH:19][CH3:18])[C:4]([F:7])([F:6])[F:5])=[CH:13][N:12]([CH3:14])[C:11]=1[CH3:15]. The catalyst class is: 10. (4) Reactant: [Cl:1][C:2]1[C:3]([F:28])=[C:4]([NH:9][C:10]2[C:19]3[C:14](=[CH:15][C:16]([O:23][CH2:24][CH2:25][O:26][CH3:27])=[C:17]([N+:20]([O-])=O)[CH:18]=3)[N:13]=[CH:12][N:11]=2)[CH:5]=[CH:6][C:7]=1[Cl:8]. Product: [Cl:1][C:2]1[C:3]([F:28])=[C:4]([NH:9][C:10]2[C:19]3[C:14](=[CH:15][C:16]([O:23][CH2:24][CH2:25][O:26][CH3:27])=[C:17]([NH2:20])[CH:18]=3)[N:13]=[CH:12][N:11]=2)[CH:5]=[CH:6][C:7]=1[Cl:8]. The catalyst class is: 94. (5) Reactant: C[O:2][C:3]([C:5]1[CH:13]=[C:12]2[C:8]([CH2:9][CH2:10][N:11]2[C:14](=[O:30])[CH2:15][N:16]2[CH2:21][CH2:20][N:19]([C:22]([O:24][C:25]([CH3:28])([CH3:27])[CH3:26])=[O:23])[C@H:18]([CH3:29])[CH2:17]2)=[CH:7][CH:6]=1)=[O:4].[OH-].[Na+].Cl. Product: [C:25]([O:24][C:22]([N:19]1[CH2:20][CH2:21][N:16]([CH2:15][C:14]([N:11]2[C:12]3[C:8](=[CH:7][CH:6]=[C:5]([C:3]([OH:4])=[O:2])[CH:13]=3)[CH2:9][CH2:10]2)=[O:30])[CH2:17][C@H:18]1[CH3:29])=[O:23])([CH3:28])([CH3:26])[CH3:27]. The catalyst class is: 87. (6) Reactant: [Cl:1][C:2]1[CH:3]=[C:4]([CH:7]=[C:8](Cl)[CH:9]=1)[C:5]#[N:6].[CH3:11][O-:12].[Na+].Cl. Product: [Cl:1][C:2]1[CH:9]=[C:8]([O:12][CH3:11])[CH:7]=[C:4]([CH:3]=1)[C:5]#[N:6]. The catalyst class is: 3. (7) Reactant: [CH3:1][C:2]1[CH:11]=[CH:10][C:9]2[C:4](=[CH:5][CH:6]=[C:7]3[O:15][CH2:14][C@H:13]([CH2:16]OS(C4C=CC(Br)=CC=4)(=O)=O)[O:12][C:8]3=2)[N:3]=1.[F:28][C:29]1[CH:30]=[C:31]2[C:35](=[CH:36][CH:37]=1)[NH:34][CH:33]=[C:32]2[CH2:38][CH:39]1[CH2:44][CH2:43][CH2:42][NH:41][CH2:40]1.C(N(CC)CC)C. Product: [F:28][C:29]1[CH:30]=[C:31]2[C:35](=[CH:36][CH:37]=1)[NH:34][CH:33]=[C:32]2[CH2:38][CH:39]1[CH2:44][CH2:43][CH2:42][N:41]([CH2:16][CH:13]2[O:12][C:8]3=[C:9]4[C:4](=[CH:5][CH:6]=[C:7]3[O:15][CH2:14]2)[N:3]=[C:2]([CH3:1])[CH:11]=[CH:10]4)[CH2:40]1. The catalyst class is: 16.